This data is from Experimentally validated miRNA-target interactions with 360,000+ pairs, plus equal number of negative samples. The task is: Binary Classification. Given a miRNA mature sequence and a target amino acid sequence, predict their likelihood of interaction. The protein sequence of the target gene is MADVLSVLRQYNIQKKEIVVKGDEVIFGEFSWPKNVKTNYVVWGTGKEGQPREYYTLDSILFLLNNVHLSHPVYVRRAATENIPVVRRPDRKDLLGYLNGEASTSASIDRSAPLEIGLQRSTQVKRAADEVLAEAKKPRIEDEECVRLDKERLAARLEGHKEGIVQTEQIRSLSEAMSVEKIAAIKAKIMAKKRSTIKTDLDDDITALKQRSFVDAEVDVTRDIVSRERVWRTRTTILQSTGKNFSKNIFAILQSVKAREEGRAPEQRPAPNAAPVDPTLRTKQPIPAAYNRYDQERFKG.... Result: 0 (no interaction). The miRNA is hsa-miR-3675-3p with sequence CAUCUCUAAGGAACUCCCCCAA.